Dataset: Experimentally validated miRNA-target interactions with 360,000+ pairs, plus equal number of negative samples. Task: Binary Classification. Given a miRNA mature sequence and a target amino acid sequence, predict their likelihood of interaction. (1) The miRNA is hsa-miR-5580-5p with sequence UGCUGGCUCAUUUCAUAUGUGU. The protein sequence of the target gene is MHRKKVDNRIRILIENGVAERQRSLFVVVGDRGKDQVVILHHMLSKATVKARPSVLWCYKKELGFSSHRKKRMRQLQKKIKNGTLNIKQDDPFELFIAATNIRYCYYNETHKILGNTFGMCVLQDFEALTPNLLARTVETVEGGGLVVILLRTMNSLKQLYTVTMDVHSRYRTEAHQDVVGRFNERFILSLASCKKCLVIDDQLNILPISSHVATMEALPPQTPDESLGPSDLELRELKESLQDTQPVGVLVDCCKTLDQAKAVLKFIEGISEKTLRSTVALTAARGRGKSAALGLAIAG.... Result: 1 (interaction). (2) The miRNA is hsa-miR-371b-5p with sequence ACUCAAAAGAUGGCGGCACUUU. The protein sequence of the target gene is MWAGLLLRAACVALLLPGAPARGYTGRKPPGHFAAERRRLGPHVCLSGFGSGCCPGWAPSMGGGHCTLPLCSFGCGSGICIAPNVCSCQDGEQGATCPETHGPCGEYGCDLTCNHGGCQEVARVCPVGFSMTETAVGIRCTDIDECVTSSCEGHCVNTEGGFVCECGPGMQLSADRHSCQDTDECLGTPCQQRCKNSIGSYKCSCRTGFHLHGNRHSCVDVNECRRPLERRVCHHSCHNTVGSFLCTCRPGFRLRADRVSCEAFPKAVLAPSAILQPRQHPSKMLLLLPEAGRPALSPGH.... Result: 1 (interaction). (3) The miRNA is mmu-miR-374b-5p with sequence AUAUAAUACAACCUGCUAAGUG. The protein sequence of the target gene is MARPDPSAPPSLLLLLLAQLVGRAAAASKAPVCQEITVPMCRGIGYNLTHMPNQFNHDTQDEAGLEVHQFWPLVEIHCSPDLRFFLCSMYTPICLPDYHKPLPPCRSVCERAKAGCSPLMRQYGFAWPERMSCDRLPVLGGDAEVLCMDYNRSEATTASPKSFPAKPTLPGPPGAPSSGGECPSGGPSVCTCREPFVPILKESHPLYNKVRTGQVPNCAVPCYQPSFSPDERTFATFWIGLWSVLCFISTSTTVATFLIDMERFRYPERPIIFLSACYLCVSLGFLVRLVVGHASVACSR.... Result: 1 (interaction). (4) The miRNA is hsa-miR-7844-5p with sequence AAAACUAGGACUGUGUGGUGUA. The protein sequence of the target gene is MGPQNRNTSFAPDLNPPQDHVSLNYSYGDYDLPLGEDEDVTKTQTFFAAKIVIGVALAGIMLVCGIGNFVFIAALARYKKLRNLTNLLIANLAISDFLVAIVCCPFEMDYYVVRQLSWAHGHVLCASVNYLRTVSLYVSTNALLAIAIDRYLAIVHPLKPRMNYQTASFLIALVWMVSILIAVPSAYFTTETILVIVKNQEKIFCGQIWSVDQQLYYKSYFLFVFGLEFVGPVVTMTLCYARISQELWFKAVPGFQTEQIRKRLRCRRKTVLLLMGILTAYVLCWAPFYGFTIVRDFFPT.... Result: 0 (no interaction). (5) The miRNA is hsa-miR-3937 with sequence ACAGGCGGCUGUAGCAAUGGGGG. The protein sequence of the target gene is MELMFAEWEDGERFSFEDSDRFEEDSLCSFISEAESLCQNWRGWRKQSAGPNSPTGGGGGGGSGGTRMRDGLVIPLVELSAKQVAFHIPFEVVEKVYPPVPEQLQLRIAFWSFPENEEDIRLYSCLANGSADEFQRGDQLFRMRAVKDPLQIGFHLSATVVPPQMVPPKGAYNVAVMFDRCRVTSCSCTCGAGAKWCTHVVALCLFRIHNASAVCLRAPVSESLSRLQRDQLQKFAQYLISELPQQILPTAQRLLDELLSSQSTAINTVCGAPDPTAGPSASDQSTWYLDESTLTDNIKK.... Result: 0 (no interaction).